This data is from Peptide-MHC class I binding affinity with 185,985 pairs from IEDB/IMGT. The task is: Regression. Given a peptide amino acid sequence and an MHC pseudo amino acid sequence, predict their binding affinity value. This is MHC class I binding data. (1) The peptide sequence is NQLYLTVSF. The MHC is HLA-A26:01 with pseudo-sequence HLA-A26:01. The binding affinity (normalized) is 0.0847. (2) The peptide sequence is EGGVGWRHW. The MHC is HLA-B40:02 with pseudo-sequence HLA-B40:02. The binding affinity (normalized) is 0. (3) The peptide sequence is FLATCVNGV. The MHC is HLA-A68:02 with pseudo-sequence HLA-A68:02. The binding affinity (normalized) is 0.544. (4) The peptide sequence is ELEAFLMAL. The MHC is Mamu-B1001 with pseudo-sequence Mamu-B1001. The binding affinity (normalized) is 0.185. (5) The peptide sequence is RLVNQIIEEMI. The MHC is Mamu-A02 with pseudo-sequence Mamu-A02. The binding affinity (normalized) is 0.156. (6) The peptide sequence is QMYKTPTLKY. The MHC is HLA-A30:02 with pseudo-sequence HLA-A30:02. The binding affinity (normalized) is 0.629. (7) The peptide sequence is AAHARFVAA. The MHC is HLA-B57:01 with pseudo-sequence HLA-B57:01. The binding affinity (normalized) is 0.